Dataset: Forward reaction prediction with 1.9M reactions from USPTO patents (1976-2016). Task: Predict the product of the given reaction. (1) The product is: [CH2:1]([O:3][C:4](=[O:32])[CH2:5][C:11]1[CH:12]=[C:13]([O:26][CH2:27][C:28]([F:31])([F:30])[F:29])[C:14]([N+:23]([O-:25])=[O:24])=[C:15]([O:17][CH2:18][C:19]([F:21])([F:22])[F:20])[CH:16]=1)[CH3:2]. Given the reactants [CH2:1]([O:3][C:4](=[O:32])[CH:5]([C:11]1[CH:16]=[C:15]([O:17][CH2:18][C:19]([F:22])([F:21])[F:20])[C:14]([N+:23]([O-:25])=[O:24])=[C:13]([O:26][CH2:27][C:28]([F:31])([F:30])[F:29])[CH:12]=1)C(OCC)=O)[CH3:2], predict the reaction product. (2) Given the reactants [CH2:1]([OH:13])[CH2:2][CH2:3][CH2:4][CH2:5][CH2:6][CH2:7][CH2:8][CH2:9][CH2:10][CH2:11][CH3:12].CCN(CC)CC.[Cl:21][CH2:22][O:23][C:24](Cl)=[O:25], predict the reaction product. The product is: [C:24](=[O:25])([O:13][CH2:1][CH2:2][CH2:3][CH2:4][CH2:5][CH2:6][CH2:7][CH2:8][CH2:9][CH2:10][CH2:11][CH3:12])[O:23][CH2:22][Cl:21]. (3) The product is: [CH3:8][O:9][C:10]([C@@H:12]1[CH2:16][C@H:15]([NH2:17])[CH2:14][N:13]1[CH2:35][CH2:36][C:31]([CH3:2])([CH3:32])[CH3:30])=[O:11]. Given the reactants F[C:2](F)(F)C(O)=O.[CH3:8][O:9][C:10]([C@@H:12]1[CH2:16][C@H:15]([N:17]=[N+]=[N-])[CH2:14][NH:13]1)=[O:11].COC([C@@H]1C[C@H](N)CN1[CH2:30][CH:31]1[CH2:36][CH2:35]CC[CH2:32]1)=O, predict the reaction product. (4) Given the reactants Cl[C:2]1[N:7]=[C:6]([C:8]([F:11])([F:10])[F:9])[C:5]([C:12]([O:14][CH3:15])=[O:13])=[CH:4][N:3]=1.[CH:16]12[CH2:22][CH:19]([CH2:20][CH2:21]1)[CH2:18][CH:17]2[NH2:23].C(N(CC)C(C)C)(C)C.Cl, predict the reaction product. The product is: [C@H:16]12[CH2:22][C@H:19]([CH2:20][CH2:21]1)[CH2:18][C@H:17]2[NH:23][C:2]1[N:7]=[C:6]([C:8]([F:11])([F:10])[F:9])[C:5]([C:12]([O:14][CH3:15])=[O:13])=[CH:4][N:3]=1.